Dataset: Reaction yield outcomes from USPTO patents with 853,638 reactions. Task: Predict the reaction yield, written as a fraction of the theoretical maximum amount of product (1.0 means a 100% yield; for example, 0.34 means a 34% yield). (1) The reactants are [H-].[Na+].[CH2:3]([O:5][C:6]([C:8]1[CH:13]=[CH:12][CH:11]=[C:10]([C:14]2[CH2:18][CH2:17][CH2:16][C:15]=2[C:19]2[CH:24]=[C:23]([CH3:25])[CH:22]=[CH:21][C:20]=2[O:26]C(=O)C)[N:9]=1)=[O:7])[CH3:4].C(O)(=O)C. The catalyst is C(O)C.O.C(OCC)C. The product is [CH2:3]([O:5][C:6]([C:8]1[CH:13]=[CH:12][CH:11]=[C:10]([C:14]2[CH2:18][CH2:17][CH2:16][C:15]=2[C:19]2[CH:24]=[C:23]([CH3:25])[CH:22]=[CH:21][C:20]=2[OH:26])[N:9]=1)=[O:7])[CH3:4]. The yield is 0.990. (2) The reactants are [Na+].[I-:2].CN[C@@H]1CCCC[C@H]1NC.Br[C:14]1[C:15]2[CH:22]=[CH:21][CH:20]=[CH:19][C:16]=2[S:17][CH:18]=1.C1(C)C=CC=C(C)C=1. The catalyst is CCCCCC.[Cu]I.COCCOCCOC. The product is [I:2][C:14]1[C:15]2[CH:22]=[CH:21][CH:20]=[CH:19][C:16]=2[S:17][CH:18]=1. The yield is 0.930.